Dataset: Forward reaction prediction with 1.9M reactions from USPTO patents (1976-2016). Task: Predict the product of the given reaction. (1) Given the reactants [CH3:1][C:2]1([CH3:10])[CH2:9][C:7](=[O:8])[CH2:6][C:4](=[O:5])[CH2:3]1.[Br:11]Br, predict the reaction product. The product is: [Br:11][CH:6]1[C:4](=[O:5])[CH2:3][C:2]([CH3:10])([CH3:1])[CH2:9][C:7]1=[O:8]. (2) Given the reactants [C@@H:1]1([O:12][C:13]2[C:17]([CH2:18][C:19]3[CH:24]=[CH:23][C:22]([O:25][CH:26]([CH3:28])[CH3:27])=[CH:21][CH:20]=3)=[C:16]([CH3:29])[NH:15][N:14]=2)[O:9][C@H:8]([CH2:10][OH:11])[C@@H:6]([OH:7])[C@H:4]([OH:5])[C@H:2]1[OH:3].C(=O)([O-])[O-].[Cs+].[Cs+].[I-].[Na+].Br[CH2:39][CH:40]1[CH2:42][CH2:41]1, predict the reaction product. The product is: [CH:40]1([CH2:39][N:15]2[C:16]([CH3:29])=[C:17]([CH2:18][C:19]3[CH:24]=[CH:23][C:22]([O:25][CH:26]([CH3:27])[CH3:28])=[CH:21][CH:20]=3)[C:13]([O:12][C@@H:1]3[O:9][C@H:8]([CH2:10][OH:11])[C@@H:6]([OH:7])[C@H:4]([OH:5])[C@H:2]3[OH:3])=[N:14]2)[CH2:42][CH2:41]1. (3) Given the reactants [N:1]1[CH:6]=[CH:5][CH:4]=[CH:3][C:2]=1[N:7]1[CH2:12][CH2:11][NH:10][CH2:9][CH2:8]1.[Cl:13][C:14]1[C:19]([Cl:20])=[CH:18][CH:17]=[CH:16][C:15]=1[NH:21][C:22](=[O:25])[CH2:23]Cl.C(=O)([O-])[O-].[Na+].[Na+], predict the reaction product. The product is: [Cl:13][C:14]1[C:19]([Cl:20])=[CH:18][CH:17]=[CH:16][C:15]=1[NH:21][C:22](=[O:25])[CH2:23][N:10]1[CH2:9][CH2:8][N:7]([C:2]2[CH:3]=[CH:4][CH:5]=[CH:6][N:1]=2)[CH2:12][CH2:11]1. (4) Given the reactants [Cl:1][C:2]1[CH:3]=[N:4][N:5]([CH3:17])[C:6]=1[C:7]1[CH:8]=[C:9]([C:14]([OH:16])=O)[S:10][C:11]=1[O:12][CH3:13].[NH2:18][C@@H:19]([CH2:32][C:33]1[CH:38]=[CH:37][CH:36]=[C:35]([C:39]([F:42])([F:41])[F:40])[CH:34]=1)[CH2:20][N:21]1[C:29](=[O:30])[C:28]2[C:23](=[CH:24][CH:25]=[CH:26][CH:27]=2)[C:22]1=[O:31].CC(OC(N[C@H](C(O)=O)CC1C=CC=CC=1C(F)(F)F)=O)(C)C.C1CN([P+](Br)(N2CCCC2)N2CCCC2)CC1.F[P-](F)(F)(F)(F)F.CCN(C(C)C)C(C)C, predict the reaction product. The product is: [Cl:1][C:2]1[CH:3]=[N:4][N:5]([CH3:17])[C:6]=1[C:7]1[CH:8]=[C:9]([C:14]([NH:18][C@@H:19]([CH2:32][C:33]2[CH:38]=[CH:37][CH:36]=[C:35]([C:39]([F:42])([F:40])[F:41])[CH:34]=2)[CH2:20][N:21]2[C:22](=[O:31])[C:23]3[C:28](=[CH:27][CH:26]=[CH:25][CH:24]=3)[C:29]2=[O:30])=[O:16])[S:10][C:11]=1[O:12][CH3:13]. (5) Given the reactants [CH2:1]([OH:3])[CH3:2].[Na].[CH3:5][O:6][C:7]1[CH:12]=[C:11]([O:13][CH3:14])[CH:10]=[C:9]([O:15][CH3:16])[C:8]=1[CH:17]=[CH:18][N+:19]([O-:21])=[O:20].C([C:24](CC)([C:28]([O-:30])=O)[C:25]([O-:27])=[O:26])C.[C:33](O)(=O)[CH3:34], predict the reaction product. The product is: [CH2:1]([O:3][C:28](=[O:30])[CH:24]([CH:17]([C:8]1[C:9]([O:15][CH3:16])=[CH:10][C:11]([O:13][CH3:14])=[CH:12][C:7]=1[O:6][CH3:5])[CH2:18][N+:19]([O-:21])=[O:20])[C:25]([O:27][CH2:33][CH3:34])=[O:26])[CH3:2]. (6) The product is: [CH:1]1([C:15]([C:14]2[CH:25]=[CH:26][C:11]([C:9](=[O:10])[N:8]([CH2:27][CH3:28])[CH2:6][CH3:7])=[CH:12][CH:13]=2)([C:17]2[CH:22]=[CH:21][CH:20]=[C:19]([O:23][CH3:24])[CH:18]=2)[OH:16])[CH2:3][CH2:2]1. Given the reactants [CH:1]1(Br)[CH2:3][CH2:2]1.[Mg].[CH2:6]([N:8]([CH2:27][CH3:28])[C:9]([C:11]1[CH:26]=[CH:25][C:14]([C:15]([C:17]2[CH:18]=[C:19]([O:23][CH3:24])[CH:20]=[CH:21][CH:22]=2)=[O:16])=[CH:13][CH:12]=1)=[O:10])[CH3:7].[Cl-].[NH4+], predict the reaction product. (7) Given the reactants [Cl:1][C:2]1[CH:3]=[N:4][C:5]2[N:6]([N:8]=[C:9]([C:11]([OH:13])=O)[CH:10]=2)[CH:7]=1.[Br:14][C:15]1[NH:23][C:22]2[CH2:21][CH2:20][NH:19][N:18]([CH3:24])[C:17]=2[CH:16]=1, predict the reaction product. The product is: [Br:14][C:15]1[NH:23][C:22]2[CH2:21][CH2:20][N:19]([C:11]([C:9]3[CH:10]=[C:5]4[N:4]=[CH:3][C:2]([Cl:1])=[CH:7][N:6]4[N:8]=3)=[O:13])[N:18]([CH3:24])[C:17]=2[CH:16]=1. (8) Given the reactants [CH2:1]([C:4]([NH2:23])([CH2:10][CH2:11][CH2:12][CH2:13][B:14]1[O:18][C:17]([CH3:20])([CH3:19])[C:16]([CH3:22])([CH3:21])[O:15]1)[C:5]([O:7][CH2:8][CH3:9])=[O:6])[CH:2]=[CH2:3].[C:24](=O)([O:30]C(C)(C)C)[O:25][C:26]([CH3:29])([CH3:28])[CH3:27], predict the reaction product. The product is: [CH2:1]([C:4]([NH:23][C:24]([O:25][C:26]([CH3:29])([CH3:28])[CH3:27])=[O:30])([CH2:10][CH2:11][CH2:12][CH2:13][B:14]1[O:15][C:16]([CH3:22])([CH3:21])[C:17]([CH3:20])([CH3:19])[O:18]1)[C:5]([O:7][CH2:8][CH3:9])=[O:6])[CH:2]=[CH2:3].